The task is: Predict the reactants needed to synthesize the given product.. This data is from Full USPTO retrosynthesis dataset with 1.9M reactions from patents (1976-2016). (1) Given the product [F:12][C:13]([F:20])([F:19])[C:14]1([CH2:17][O:18][S:7]([C:4]2[CH:5]=[CH:6][C:1]([CH3:11])=[CH:2][CH:3]=2)(=[O:9])=[O:8])[CH2:16][CH2:15]1, predict the reactants needed to synthesize it. The reactants are: [C:1]1([CH3:11])[CH:6]=[CH:5][C:4]([S:7](Cl)(=[O:9])=[O:8])=[CH:3][CH:2]=1.[F:12][C:13]([F:20])([F:19])[C:14]1([CH2:17][OH:18])[CH2:16][CH2:15]1.C(N(CC)CC)C. (2) Given the product [CH2:19]([S:21][C:22]1[CH:30]=[CH:29][CH:28]=[CH:27][C:23]=1[C:24]1[NH:17][C:14]2[CH:15]=[CH:16][C:11]([C:2]([F:1])([C:7]([F:8])([F:9])[F:10])[C:3]([F:6])([F:5])[F:4])=[CH:12][C:13]=2[N:18]=1)[CH3:20], predict the reactants needed to synthesize it. The reactants are: [F:1][C:2]([C:11]1[CH:12]=[C:13]([NH2:18])[C:14]([NH2:17])=[CH:15][CH:16]=1)([C:7]([F:10])([F:9])[F:8])[C:3]([F:6])([F:5])[F:4].[CH2:19]([S:21][C:22]1[CH:30]=[CH:29][CH:28]=[CH:27][C:23]=1[C:24](O)=O)[CH3:20].Cl.C(N=C=NCCCN(C)C)C.ON1C2C=CC=CC=2N=N1. (3) Given the product [C:15]12([C:18]([O:20][CH2:21][CH3:22])=[O:19])[CH2:6][CH:16]1[CH2:17][N:13]([C:23]([O:25][CH2:26][C:27]1[CH:32]=[CH:31][CH:30]=[CH:29][CH:28]=1)=[O:24])[CH2:14]2, predict the reactants needed to synthesize it. The reactants are: CS(C)=O.[I-].[CH3:6][S+](C)(C)=O.[H-].[Na+].[N:13]1([C:23]([O:25][CH2:26][C:27]2[CH:32]=[CH:31][CH:30]=[CH:29][CH:28]=2)=[O:24])[CH2:17][CH:16]=[C:15]([C:18]([O:20][CH2:21][CH3:22])=[O:19])[CH2:14]1. (4) Given the product [Cl:41][C:29]1[CH:28]=[C:27]([NH:26][C:24]2[C:25]3[N:17]([CH2:16][CH2:15][O:14][CH2:13][CH2:12][OH:11])[CH:18]=[CH:19][C:20]=3[N:21]=[CH:22][N:23]=2)[CH:32]=[CH:31][C:30]=1[O:33][C:34]1[CH:39]=[CH:38][CH:37]=[C:36]([NH:40][CH2:46][C:47]([CH3:50])([CH3:49])[CH3:48])[CH:35]=1, predict the reactants needed to synthesize it. The reactants are: Cl.Cl.C([O:11][CH2:12][CH2:13][O:14][CH2:15][CH2:16][N:17]1[C:25]2[C:24]([NH:26][C:27]3[CH:32]=[CH:31][C:30]([O:33][C:34]4[CH:39]=[CH:38][CH:37]=[C:36]([NH2:40])[CH:35]=4)=[C:29]([Cl:41])[CH:28]=3)=[N:23][CH:22]=[N:21][C:20]=2[CH:19]=[CH:18]1)(=O)C1C=CC=CC=1.C(O)(=O)C.[CH:46](=O)[C:47]([CH3:50])([CH3:49])[CH3:48].C(O[BH-](OC(=O)C)OC(=O)C)(=O)C.[Na+]. (5) Given the product [C:1]([O:5][CH:6]([C:11]1[CH:16]=[CH:15][CH:14]=[C:13]([C:17]([F:20])([F:19])[F:18])[C:12]=1[C:21]1[CH:22]=[CH:23][C:24]2[O:29][CH2:28][CH2:27][CH2:26][C:25]=2[CH:30]=1)[C:7]([OH:9])=[O:8])([CH3:4])([CH3:2])[CH3:3], predict the reactants needed to synthesize it. The reactants are: [C:1]([O:5][CH:6]([C:11]1[CH:16]=[CH:15][CH:14]=[C:13]([C:17]([F:20])([F:19])[F:18])[C:12]=1[C:21]1[CH:22]=[CH:23][C:24]2[O:29][CH2:28][CH2:27][CH2:26][C:25]=2[CH:30]=1)[C:7]([O:9]C)=[O:8])([CH3:4])([CH3:3])[CH3:2].[OH-].[Na+].OP([O-])(O)=O.[Na+]. (6) Given the product [CH2:23]([O:25][CH:3]([O:18][CH2:19][CH3:22])[C:4](=[O:16])[CH2:5][C:6]1[CH:11]=[CH:10][C:9]([C:12]([F:15])([F:14])[F:13])=[CH:8][CH:7]=1)[CH3:24], predict the reactants needed to synthesize it. The reactants are: [N+](=[CH:3][C:4](=[O:16])[CH2:5][C:6]1[CH:11]=[CH:10][C:9]([C:12]([F:15])([F:14])[F:13])=[CH:8][CH:7]=1)=[N-].Cl[O:18][C:19]([CH3:22])(C)C.[CH2:23]([OH:25])[CH3:24].